From a dataset of Forward reaction prediction with 1.9M reactions from USPTO patents (1976-2016). Predict the product of the given reaction. (1) Given the reactants [CH3:1][O:2][C:3]1[CH:4]=[C:5]([CH:7]=[CH:8][C:9]=1[N:10]1[CH:14]=[C:13]([CH3:15])[N:12]=[CH:11]1)[NH2:6].Br[C:17]1[N:21]=[C:20]([N:22]2[C:25]3([CH2:29][CH2:28][CH2:27][CH2:26]3)[CH2:24][CH2:23]2)[N:19]([CH2:30][C:31]([CH3:34])([OH:33])[CH3:32])[N:18]=1.CC1(C)C2C=CC=C(P(C3C=CC=CC=3)C3C=CC=CC=3)C=2OC2C1=CC=CC=2P(C1C=CC=CC=1)C1C=CC=CC=1.C(=O)([O-])[O-].[Cs+].[Cs+], predict the reaction product. The product is: [CH3:1][O:2][C:3]1[CH:4]=[C:5]([NH:6][C:17]2[N:21]=[C:20]([N:22]3[C:25]4([CH2:29][CH2:28][CH2:27][CH2:26]4)[CH2:24][CH2:23]3)[N:19]([CH2:30][C:31]([CH3:34])([OH:33])[CH3:32])[N:18]=2)[CH:7]=[CH:8][C:9]=1[N:10]1[CH:14]=[C:13]([CH3:15])[N:12]=[CH:11]1. (2) Given the reactants [C:1]([C:5]1[CH:6]=[C:7]([S:11]([N:14]2[C:22]3[C:17](=[CH:18][C:19]([C:23]([F:26])([F:25])[F:24])=[CH:20][CH:21]=3)[CH:16]=[CH:15]2)(=[O:13])=[O:12])[CH:8]=[CH:9][CH:10]=1)([CH3:4])([CH3:3])[CH3:2].[Br:27][C:28]1[CH:35]=[CH:34][C:31]([CH:32]=[O:33])=[C:30]([F:36])[CH:29]=1, predict the reaction product. The product is: [Br:27][C:28]1[CH:35]=[CH:34][C:31]([CH:32]([C:15]2[N:14]([S:11]([C:7]3[CH:8]=[CH:9][CH:10]=[C:5]([C:1]([CH3:4])([CH3:2])[CH3:3])[CH:6]=3)(=[O:13])=[O:12])[C:22]3[C:17]([CH:16]=2)=[CH:18][C:19]([C:23]([F:25])([F:26])[F:24])=[CH:20][CH:21]=3)[OH:33])=[C:30]([F:36])[CH:29]=1.